Dataset: TCR-epitope binding with 47,182 pairs between 192 epitopes and 23,139 TCRs. Task: Binary Classification. Given a T-cell receptor sequence (or CDR3 region) and an epitope sequence, predict whether binding occurs between them. (1) The epitope is TLIGDCATV. The TCR CDR3 sequence is CASSQSGTGGIDTQYF. Result: 1 (the TCR binds to the epitope). (2) The epitope is VSFIEFVGW. The TCR CDR3 sequence is CASSPDITQYF. Result: 0 (the TCR does not bind to the epitope). (3) The epitope is FVDGVPFVV. The TCR CDR3 sequence is CASSSKSGQGTYEQYF. Result: 1 (the TCR binds to the epitope). (4) The epitope is FPPTSFGPL. The TCR CDR3 sequence is CASSSLAGISYNEQFF. Result: 1 (the TCR binds to the epitope). (5) The epitope is AMFWSVPTV. The TCR CDR3 sequence is CASSASWTDYYGYTF. Result: 1 (the TCR binds to the epitope). (6) The epitope is LLDFVRFMGV. The TCR CDR3 sequence is CASSLAGVNEQFF. Result: 1 (the TCR binds to the epitope).